From a dataset of Reaction yield outcomes from USPTO patents with 853,638 reactions. Predict the reaction yield, written as a fraction of the theoretical maximum amount of product (1.0 means a 100% yield; for example, 0.34 means a 34% yield). (1) The reactants are [NH2:1][C@@H:2]([C:5]1[CH:10]=[CH:9][CH:8]=[CH:7][CH:6]=1)[CH2:3][OH:4].[C:11](O)(=[O:16])[CH2:12][CH2:13][CH:14]=[CH2:15]. The catalyst is CN(C=O)C. The product is [OH:4][CH2:3][C@@H:2]([NH:1][C:11](=[O:16])[CH2:12][CH2:13][CH:14]=[CH2:15])[C:5]1[CH:10]=[CH:9][CH:8]=[CH:7][CH:6]=1. The yield is 0.870. (2) The reactants are Cl[C:2]1[N:10]=[C:9]2[C:5]([N:6]=[C:7]([CH2:12][N:13]3[CH2:18][CH2:17][CH:16]([C:19]([OH:22])([CH3:21])[CH3:20])[CH2:15][CH2:14]3)[N:8]2[CH3:11])=[C:4]([N:23]2[CH2:28][CH2:27][O:26][CH2:25][C@H:24]2[CH3:29])[N:3]=1.[CH2:30]([C:32]1[NH:33][C:34]2[CH:40]=[CH:39][CH:38]=[CH:37][C:35]=2[N:36]=1)[CH3:31].CC(C1C=C(C(C)C)C(C2C=CC=CC=2P(C2CCCCC2)C2CCCCC2)=C(C(C)C)C=1)C.C([O-])([O-])=O.[Cs+].[Cs+]. The catalyst is O1CCOCC1.C1C=CC(/C=C/C(/C=C/C2C=CC=CC=2)=O)=CC=1.C1C=CC(/C=C/C(/C=C/C2C=CC=CC=2)=O)=CC=1.C1C=CC(/C=C/C(/C=C/C2C=CC=CC=2)=O)=CC=1.[Pd].[Pd]. The product is [CH2:30]([C:32]1[N:33]([C:2]2[N:10]=[C:9]3[C:5]([N:6]=[C:7]([CH2:12][N:13]4[CH2:18][CH2:17][CH:16]([C:19]([OH:22])([CH3:21])[CH3:20])[CH2:15][CH2:14]4)[N:8]3[CH3:11])=[C:4]([N:23]3[CH2:28][CH2:27][O:26][CH2:25][C@H:24]3[CH3:29])[N:3]=2)[C:34]2[CH:40]=[CH:39][CH:38]=[CH:37][C:35]=2[N:36]=1)[CH3:31]. The yield is 0.430.